The task is: Predict which catalyst facilitates the given reaction.. This data is from Catalyst prediction with 721,799 reactions and 888 catalyst types from USPTO. Reactant: [OH:1][C:2]1[CH:10]=[CH:9][CH:8]=[C:7]2[C:3]=1[CH:4]=[CH:5][NH:6]2.C([O-])([O-])=O.[K+].[K+].[CH2:17](Br)[CH2:18][CH2:19][CH2:20][CH2:21][CH2:22][CH2:23][CH2:24][CH3:25]. Product: [CH2:17]([O:1][C:2]1[CH:10]=[CH:9][CH:8]=[C:7]2[C:3]=1[CH:4]=[CH:5][NH:6]2)[CH2:18][CH2:19][CH2:20][CH2:21][CH2:22][CH2:23][CH2:24][CH3:25]. The catalyst class is: 10.